From a dataset of CYP1A2 inhibition data for predicting drug metabolism from PubChem BioAssay. Regression/Classification. Given a drug SMILES string, predict its absorption, distribution, metabolism, or excretion properties. Task type varies by dataset: regression for continuous measurements (e.g., permeability, clearance, half-life) or binary classification for categorical outcomes (e.g., BBB penetration, CYP inhibition). Dataset: cyp1a2_veith. (1) The molecule is Nc1c(OCC(=O)O)ccc2cc(S(=O)(=O)O)ccc12. The result is 0 (non-inhibitor). (2) The molecule is O=S(=O)(NCc1cc(-c2ccccc2)no1)c1ccc(Cl)cc1. The result is 1 (inhibitor).